Predict the reactants needed to synthesize the given product. From a dataset of Full USPTO retrosynthesis dataset with 1.9M reactions from patents (1976-2016). (1) Given the product [CH2:15]([N:12]([CH2:13][CH3:14])[S:11]([C:9]1[CH:10]=[C:6]([C:4]([OH:5])=[O:3])[S:7][C:8]=1[CH3:19])(=[O:17])=[O:18])[CH3:16], predict the reactants needed to synthesize it. The reactants are: C([O:3][C:4]([C:6]1[S:7][C:8]([CH3:19])=[C:9]([S:11](=[O:18])(=[O:17])[N:12]([CH2:15][CH3:16])[CH2:13][CH3:14])[CH:10]=1)=[O:5])C.[OH-].[Na+]. (2) Given the product [CH2:15]([NH:14][C:6]1[CH:5]=[CH:4][C:3]2[C:2]([CH3:22])([CH3:1])[CH2:11][CH2:10][C:9]([CH3:12])([CH3:13])[C:8]=2[CH:7]=1)[CH2:16][CH2:17][CH2:18][CH2:19][CH3:20], predict the reactants needed to synthesize it. The reactants are: [CH3:1][C:2]1([CH3:22])[CH2:11][CH2:10][C:9]([CH3:13])([CH3:12])[C:8]2[CH:7]=[C:6]([NH:14][C:15](=O)[CH2:16][CH2:17][CH2:18][CH2:19][CH3:20])[CH:5]=[CH:4][C:3]1=2.[H-].[Al+3].[Li+].[H-].[H-].[H-].[OH-].[Na+].[O-]S([O-])(=O)=O.[Mg+2]. (3) Given the product [C:13]1([C@H:11]([N:10]2[C:4]3[C:5](=[N:6][CH:7]=[C:2]([C:47]4[CH:46]=[CH:45][CH:50]=[C:31]5[C:30]=4[CH:29]=[CH:28][CH:33]=[N:32]5)[CH:3]=3)[NH:8][C:9]2=[O:19])[CH3:12])[CH:14]=[CH:15][CH:16]=[CH:17][CH:18]=1, predict the reactants needed to synthesize it. The reactants are: Br[C:2]1[CH:3]=[C:4]2[N:10]([C@@H:11]([C:13]3[CH:18]=[CH:17][CH:16]=[CH:15][CH:14]=3)[CH3:12])[C:9](=[O:19])[N:8](C(OC(C)(C)C)=O)[C:5]2=[N:6][CH:7]=1.Br[C:28]1[CH:29]=[C:30]2NC(=O)N(C(OCCCC)=O)[C:31]2=[N:32][CH:33]=1.[C:45]1([C@@H](O)C)[CH:50]=CC=[CH:47][CH:46]=1.C1(P(C2C=CC=CC=2)C2C=CC=CC=2)C=CC=CC=1.N(C(OC(C)C)=O)=NC(OC(C)C)=O. (4) Given the product [F:15][C:16]1[CH:21]=[CH:20][C:19]([O:22][C:2]2[C:3]([N+:12]([O-:14])=[O:13])=[C:4]([CH:9]=[CH:10][CH:11]=2)[C:5]([O:7][CH3:8])=[O:6])=[CH:18][CH:17]=1, predict the reactants needed to synthesize it. The reactants are: F[C:2]1[C:3]([N+:12]([O-:14])=[O:13])=[C:4]([CH:9]=[CH:10][CH:11]=1)[C:5]([O:7][CH3:8])=[O:6].[F:15][C:16]1[CH:21]=[CH:20][C:19]([OH:22])=[CH:18][CH:17]=1.C(=O)([O-])[O-].[K+].[K+].CN(C=O)C.